This data is from Forward reaction prediction with 1.9M reactions from USPTO patents (1976-2016). The task is: Predict the product of the given reaction. (1) Given the reactants C[O:2][C:3](=O)[N:4]=[C:5](SC)[C:6]([C:20]1[CH:21]=[C:22]2[C:27](=[C:28]([O:30][CH3:31])[CH:29]=1)[O:26][CH2:25][CH2:24][CH2:23]2)=[N:7][C:8]1[CH:13]=[CH:12][C:11]([C:14]2[N:18]=[C:17]([CH3:19])[O:16][N:15]=2)=[CH:10][CH:9]=1.[NH:35]([C:37]1[N:42]=[CH:41][CH:40]=[CH:39][N:38]=1)[NH2:36].C(N(CC)CC)C, predict the reaction product. The product is: [CH3:31][O:30][C:28]1[CH:29]=[C:20]([CH:6]([NH:7][C:8]2[CH:9]=[CH:10][C:11]([C:14]3[N:18]=[C:17]([CH3:19])[O:16][N:15]=3)=[CH:12][CH:13]=2)[C:5]2[NH:4][C:3](=[O:2])[N:35]([C:37]3[N:42]=[CH:41][CH:40]=[CH:39][N:38]=3)[N:36]=2)[CH:21]=[C:22]2[C:27]=1[O:26][CH2:25][CH2:24][CH2:23]2. (2) Given the reactants [CH2:1]([O:3][C:4](=[O:23])[C:5]([C:7]1[C:8]([CH3:22])=[N:9][C:10]2[N:11]([N:14]=[C:15]([C:17]([O:19][CH2:20][CH3:21])=[O:18])[CH:16]=2)[C:12]=1[Cl:13])=[O:6])[CH3:2].CB1N2CCC[C@@H]2C(C2C=CC=CC=2)(C2C=CC=CC=2)O1.C1(C)C=CC=CC=1, predict the reaction product. The product is: [Cl:13][C:12]1[N:11]2[N:14]=[C:15]([C:17]([O:19][CH2:20][CH3:21])=[O:18])[CH:16]=[C:10]2[N:9]=[C:8]([CH3:22])[C:7]=1[C@H:5]([OH:6])[C:4]([O:3][CH2:1][CH3:2])=[O:23].